From a dataset of Catalyst prediction with 721,799 reactions and 888 catalyst types from USPTO. Predict which catalyst facilitates the given reaction. (1) Product: [Cl:8][C:7]1[C:2]([NH:13][CH2:14][C:15]2[CH:16]=[C:17]([CH:22]=[CH:23][CH:24]=2)[C:18]([O:20][CH3:21])=[O:19])=[N:3][CH:4]=[C:5]([N+:9]([O-:11])=[O:10])[CH:6]=1. The catalyst class is: 41. Reactant: Cl[C:2]1[C:7]([Cl:8])=[CH:6][C:5]([N+:9]([O-:11])=[O:10])=[CH:4][N:3]=1.Cl.[NH2:13][CH2:14][C:15]1[CH:16]=[C:17]([CH:22]=[CH:23][CH:24]=1)[C:18]([O:20][CH3:21])=[O:19].CCN(C(C)C)C(C)C. (2) Reactant: [OH:1][C:2]1([C:8]2[CH:15]=[CH:14][C:11]([C:12]#[N:13])=[CH:10][CH:9]=2)[CH2:7][CH2:6][O:5][CH2:4][CH2:3]1.[H-].[Na+].[CH3:18]I. Product: [CH3:18][O:1][C:2]1([C:8]2[CH:15]=[CH:14][C:11]([C:12]#[N:13])=[CH:10][CH:9]=2)[CH2:7][CH2:6][O:5][CH2:4][CH2:3]1. The catalyst class is: 18. (3) Reactant: [CH3:1][S:2]([CH2:5][CH:6]1[CH2:11][CH2:10][CH:9]([C:12]([OH:14])=O)[CH2:8][CH2:7]1)(=[O:4])=[O:3].[NH2:15][C@@H:16]([CH2:30][C:31]1[CH:36]=[C:35]([F:37])[CH:34]=[C:33]([F:38])[CH:32]=1)[C@H:17]([OH:29])[CH2:18][NH:19][CH2:20][C:21]1[CH:26]=[CH:25][CH:24]=[C:23]([CH2:27][CH3:28])[CH:22]=1.CN(C(ON1N=NC2C=CC=NC1=2)=[N+](C)C)C.F[P-](F)(F)(F)(F)F.C(N(CC)C(C)C)(C)C. Product: [F:37][C:35]1[CH:36]=[C:31]([CH:32]=[C:33]([F:38])[CH:34]=1)[CH2:30][C@H:16]([NH:15][C:12]([CH:9]1[CH2:8][CH2:7][CH:6]([CH2:5][S:2]([CH3:1])(=[O:3])=[O:4])[CH2:11][CH2:10]1)=[O:14])[C@H:17]([OH:29])[CH2:18][NH:19][CH2:20][C:21]1[CH:26]=[CH:25][CH:24]=[C:23]([CH2:27][CH3:28])[CH:22]=1. The catalyst class is: 2.